The task is: Predict which catalyst facilitates the given reaction.. This data is from Catalyst prediction with 721,799 reactions and 888 catalyst types from USPTO. (1) Reactant: [NH2:1][C:2]1[CH:3]=[C:4]([C:9]2[CH:10]=[C:11]([NH:24][C:25]([C:27]3[N:28]=[C:29]([CH3:32])[S:30][CH:31]=3)=[O:26])[C:12]3[C:16]([CH:17]=2)=[N:15][N:14](C2CCCCO2)[CH:13]=3)[CH:5]=[N:6][C:7]=1[Cl:8].[CH3:33][C:34]1[CH:35]=[CH:36][C:37]([O:44][CH3:45])=[C:38]([S:40](Cl)(=[O:42])=[O:41])[CH:39]=1.Cl. Product: [Cl:8][C:7]1[N:6]=[CH:5][C:4]([C:9]2[CH:17]=[C:16]3[C:12]([CH:13]=[N:14][NH:15]3)=[C:11]([NH:24][C:25]([C:27]3[N:28]=[C:29]([CH3:32])[S:30][CH:31]=3)=[O:26])[CH:10]=2)=[CH:3][C:2]=1[NH:1][S:40]([C:38]1[CH:39]=[C:34]([CH3:33])[CH:35]=[CH:36][C:37]=1[O:44][CH3:45])(=[O:42])=[O:41]. The catalyst class is: 383. (2) Reactant: [H-].[Na+].[CH3:3][O:4][C:5](=[O:14])[CH2:6][C:7]1[CH:12]=[CH:11][C:10]([Br:13])=[CH:9][CH:8]=1.Br[CH2:16][CH2:17][O:18][CH2:19][CH2:20]Br.[Cl-].[NH4+]. Product: [CH3:3][O:4][C:5]([C:6]1([C:7]2[CH:12]=[CH:11][C:10]([Br:13])=[CH:9][CH:8]=2)[CH2:20][CH2:19][O:18][CH2:17][CH2:16]1)=[O:14]. The catalyst class is: 3. (3) Reactant: [CH3:1][O:2][C:3]1[CH:8]=[CH:7][CH:6]=[CH:5][C:4]=1[C:9]1[CH:14]=[CH:13][C:12]([C:15]([N:17]2[C:23]3[CH:24]=[CH:25][CH:26]=[CH:27][C:22]=3[CH2:21][N:20]3[CH:28]=[CH:29][CH:30]=[C:19]3[CH2:18]2)=[O:16])=[CH:11][CH:10]=1.Cl.[N:32]1[CH:37]=[CH:36][CH:35]=[C:34]([CH2:38][CH2:39][C:40](Cl)=[O:41])[CH:33]=1.N1C(C)=CC=CC=1C.CN1CCCC1=O. Product: [CH3:1][O:2][C:3]1[CH:8]=[CH:7][CH:6]=[CH:5][C:4]=1[C:9]1[CH:10]=[CH:11][C:12]([C:15]([N:17]2[C:23]3[CH:24]=[CH:25][CH:26]=[CH:27][C:22]=3[CH2:21][N:20]3[C:28]([C:40](=[O:41])[CH2:39][CH2:38][C:34]4[CH:33]=[N:32][CH:37]=[CH:36][CH:35]=4)=[CH:29][CH:30]=[C:19]3[CH2:18]2)=[O:16])=[CH:13][CH:14]=1. The catalyst class is: 4. (4) Reactant: [OH:1][C@@:2]1([C:16]([OH:18])=[O:17])[C:10]2[CH:9]=[C:8]([CH:11](C)[CH3:12])[S:7][C:6]=2[C@@H:5]([OH:14])[C@H:4]([OH:15])[CH2:3]1.C(C1SC=CC=1)=C. Product: [CH2:11]([C:8]1[S:7][C:6]2[C@@H:5]([OH:14])[C@H:4]([OH:15])[CH2:3][C@:2]([OH:1])([C:16]([OH:18])=[O:17])[C:10]=2[CH:9]=1)[CH3:12]. The catalyst class is: 19.